This data is from Reaction yield outcomes from USPTO patents with 853,638 reactions. The task is: Predict the reaction yield, written as a fraction of the theoretical maximum amount of product (1.0 means a 100% yield; for example, 0.34 means a 34% yield). (1) The reactants are [Cl:1][C:2]1[C:10]2[O:9][CH2:8][C:7](=[O:11])[C:6]=2[C:5]([CH:12]2[C@H:17]([O:18][CH2:19][C:20]3[CH:25]=[CH:24][CH:23]=[CH:22][CH:21]=3)[C@@H:16]([O:26][CH2:27][C:28]3[CH:33]=[CH:32][CH:31]=[CH:30][CH:29]=3)[C@H:15]([O:34][CH2:35][C:36]3[CH:41]=[CH:40][CH:39]=[CH:38][CH:37]=3)[C@@H:14]([CH2:42][O:43][CH2:44][C:45]3[CH:50]=[CH:49][CH:48]=[CH:47][CH:46]=3)[O:13]2)=[CH:4][C:3]=1[CH2:51][C:52]1[CH:57]=[CH:56][C:55]([O:58][CH2:59][CH3:60])=[CH:54][CH:53]=1.[BH4-].[Na+]. The catalyst is C1COCC1.CO.Cl. The product is [Cl:1][C:2]1[C:10]2[O:9][CH2:8][CH:7]([OH:11])[C:6]=2[C:5]([CH:12]2[C@H:17]([O:18][CH2:19][C:20]3[CH:25]=[CH:24][CH:23]=[CH:22][CH:21]=3)[C@@H:16]([O:26][CH2:27][C:28]3[CH:33]=[CH:32][CH:31]=[CH:30][CH:29]=3)[C@H:15]([O:34][CH2:35][C:36]3[CH:41]=[CH:40][CH:39]=[CH:38][CH:37]=3)[C@@H:14]([CH2:42][O:43][CH2:44][C:45]3[CH:46]=[CH:47][CH:48]=[CH:49][CH:50]=3)[O:13]2)=[CH:4][C:3]=1[CH2:51][C:52]1[CH:57]=[CH:56][C:55]([O:58][CH2:59][CH3:60])=[CH:54][CH:53]=1. The yield is 0.910. (2) The catalyst is N1C=CC=CC=1. The yield is 0.160. The reactants are [NH2:1][CH2:2][C@H:3]1[O:7][C@@H:6]([N:8]2[CH:15]=[CH:14][C:12](=[O:13])[NH:11][C:9]2=[O:10])[CH2:5][C@@H:4]1[OH:16].[Cl:17][C:18]1[CH:37]=[CH:36][CH:35]=[CH:34][C:19]=1[C:20](Cl)([C:27]1[CH:32]=[CH:31][CH:30]=[CH:29][CH:28]=1)[C:21]1[CH:26]=[CH:25][CH:24]=[CH:23][CH:22]=1. The product is [Cl:17][C:18]1[CH:37]=[CH:36][CH:35]=[CH:34][C:19]=1[C:20]([NH:1][CH2:2][C@H:3]1[O:7][C@@H:6]([N:8]2[CH:15]=[CH:14][C:12](=[O:13])[NH:11][C:9]2=[O:10])[CH2:5][C@@H:4]1[OH:16])([C:21]1[CH:22]=[CH:23][CH:24]=[CH:25][CH:26]=1)[C:27]1[CH:32]=[CH:31][CH:30]=[CH:29][CH:28]=1. (3) The yield is 0.220. The catalyst is CN(C)C=O. The reactants are [Cl:1][C:2]1[C:7]([Cl:8])=[CH:6][N:5]=[C:4]([N:9]=[C:10]=S)[CH:3]=1.C(N(CC)CC)C.Cl.Cl.[NH2:21][CH2:22][C@@:23]1([OH:31])[CH:28]2[CH2:29][CH2:30][N:25]([CH2:26][CH2:27]2)[CH2:24]1.C(N=C=NC(C)C)(C)C. The product is [Cl:1][C:2]1[C:7]([Cl:8])=[CH:6][N:5]=[C:4]([NH:9][C:10]2[O:31][C@:23]3([CH2:22][N:21]=2)[CH:28]2[CH2:29][CH2:30][N:25]([CH2:26][CH2:27]2)[CH2:24]3)[CH:3]=1. (4) The reactants are [CH3:1][O:2][C:3]1[C:4](=[O:28])[C:5]([C:24]([O:26]C)=[O:25])=[N:6][N:7]([C:9]2[C:22]([F:23])=[CH:21][C:12]3[O:13][C:14]([F:20])([F:19])[C:15]([F:18])([F:17])[O:16][C:11]=3[CH:10]=2)[CH:8]=1.[OH-].[Na+].Cl. The catalyst is CO. The product is [CH3:1][O:2][C:3]1[C:4](=[O:28])[C:5]([C:24]([OH:26])=[O:25])=[N:6][N:7]([C:9]2[C:22]([F:23])=[CH:21][C:12]3[O:13][C:14]([F:20])([F:19])[C:15]([F:18])([F:17])[O:16][C:11]=3[CH:10]=2)[CH:8]=1. The yield is 0.940. (5) The reactants are [Cl:1][C:2]1[C:10]2[C:5](=[CH:6][C:7]([S:11]([N:14]3[CH2:19][C:18](=[O:20])[N:17]([CH2:21][CH:22]4[CH2:27][CH2:26][N:25]([C:28]5[CH:33]=[CH:32][C:31](=[O:34])[N:30]([CH3:35])[N:29]=5)[CH2:24][CH2:23]4)[CH:16]([C:36](O)=[O:37])[CH2:15]3)(=[O:13])=[O:12])=[CH:8][CH:9]=2)[NH:4][CH:3]=1.C([N:42]([CH2:46][CH3:47])[CH:43](C)C)(C)C.F[B-](F)(F)F.N1(OC(N(C)C)=[N+](C)C)C2C=CC=CC=2N=N1.N1CCC1. The catalyst is CN(C)C=O. The product is [N:42]1([C:36]([CH:16]2[CH2:15][N:14]([S:11]([C:7]3[CH:6]=[C:5]4[C:10]([C:2]([Cl:1])=[CH:3][NH:4]4)=[CH:9][CH:8]=3)(=[O:12])=[O:13])[CH2:19][C:18](=[O:20])[N:17]2[CH2:21][CH:22]2[CH2:23][CH2:24][N:25]([C:28]3[CH:33]=[CH:32][C:31](=[O:34])[N:30]([CH3:35])[N:29]=3)[CH2:26][CH2:27]2)=[O:37])[CH2:43][CH2:47][CH2:46]1. The yield is 0.580. (6) The reactants are Cl[C:2]1N=[CH:4][C:5]([C:8]([O:10][CH3:11])=[O:9])=[N:6][CH:7]=1.[C:12](=O)([O-])[O-].[Cs+].[Cs+].[F:18][C:19]([F:23])([F:22])[CH2:20][OH:21].O. The catalyst is CN(C=O)C. The product is [F:18][C:19]([F:23])([F:22])[CH2:20][O:21][C:2]1[CH:12]=[CH:4][C:5]([C:8]([O:10][CH3:11])=[O:9])=[N:6][CH:7]=1. The yield is 0.930.